This data is from Reaction yield outcomes from USPTO patents with 853,638 reactions. The task is: Predict the reaction yield, written as a fraction of the theoretical maximum amount of product (1.0 means a 100% yield; for example, 0.34 means a 34% yield). The reactants are C(C1C=C([NH:10][C:11]([NH:13][C:14]2[CH:19]=[CH:18][C:17]([Cl:20])=[CH:16][CH:15]=2)=[O:12])N(C2C=C(C=CC=2)C(OCC)=O)N=1)(C)(C)C.[H-].[H-].[H-].[H-].[Li+].[Al+3]. The catalyst is C1COCC1. The product is [Cl:20][C:17]1[CH:16]=[CH:15][C:14]([NH:13][C:11](=[O:12])[NH2:10])=[CH:19][CH:18]=1. The yield is 0.970.